This data is from NCI-60 drug combinations with 297,098 pairs across 59 cell lines. The task is: Regression. Given two drug SMILES strings and cell line genomic features, predict the synergy score measuring deviation from expected non-interaction effect. (1) Synergy scores: CSS=8.20, Synergy_ZIP=-4.06, Synergy_Bliss=1.64, Synergy_Loewe=-9.41, Synergy_HSA=0.261. Drug 1: CC1=C(N=C(N=C1N)C(CC(=O)N)NCC(C(=O)N)N)C(=O)NC(C(C2=CN=CN2)OC3C(C(C(C(O3)CO)O)O)OC4C(C(C(C(O4)CO)O)OC(=O)N)O)C(=O)NC(C)C(C(C)C(=O)NC(C(C)O)C(=O)NCCC5=NC(=CS5)C6=NC(=CS6)C(=O)NCCC[S+](C)C)O. Drug 2: CC(C)NC(=O)C1=CC=C(C=C1)CNNC.Cl. Cell line: RXF 393. (2) Drug 1: C1=CC(=CC=C1CCCC(=O)O)N(CCCl)CCCl. Drug 2: CC(C)NC(=O)C1=CC=C(C=C1)CNNC.Cl. Cell line: MCF7. Synergy scores: CSS=28.5, Synergy_ZIP=-1.26, Synergy_Bliss=-3.98, Synergy_Loewe=-7.49, Synergy_HSA=-3.65.